From a dataset of Peptide-MHC class I binding affinity with 185,985 pairs from IEDB/IMGT. Regression. Given a peptide amino acid sequence and an MHC pseudo amino acid sequence, predict their binding affinity value. This is MHC class I binding data. (1) The peptide sequence is VQTVRTQVY. The MHC is HLA-A31:01 with pseudo-sequence HLA-A31:01. The binding affinity (normalized) is 0.0847. (2) The peptide sequence is EYDFNKLLV. The MHC is HLA-A23:01 with pseudo-sequence HLA-A23:01. The binding affinity (normalized) is 0.0414.